From a dataset of Forward reaction prediction with 1.9M reactions from USPTO patents (1976-2016). Predict the product of the given reaction. (1) Given the reactants [CH:1]([C:3]1[N:7]([CH3:8])[C:6]([C:9]([O:11][CH2:12][C:13]2[CH:18]=[CH:17][CH:16]=[CH:15][CH:14]=2)=[O:10])=[CH:5][CH:4]=1)=[O:2].[Mn]([O-])(=O)(=O)=[O:20].[K+].OS([O-])=O.[Na+], predict the reaction product. The product is: [CH2:12]([O:11][C:9]([C:6]1[N:7]([CH3:8])[C:3]([C:1]([OH:20])=[O:2])=[CH:4][CH:5]=1)=[O:10])[C:13]1[CH:18]=[CH:17][CH:16]=[CH:15][CH:14]=1. (2) The product is: [Br:17][C:18]1[CH:31]=[CH:30][C:21]([O:22][CH2:23][CH2:24][O:14][C:13]2[C:8]([Cl:7])=[CH:9][C:10]([CH3:16])=[CH:11][C:12]=2[Cl:15])=[CH:20][CH:19]=1. Given the reactants C([O-])([O-])=O.[K+].[K+].[Cl:7][C:8]1[C:13]([OH:14])=[C:12]([Cl:15])[CH:11]=[C:10]([CH3:16])[CH:9]=1.[Br:17][C:18]1[CH:31]=[CH:30][C:21]([O:22][CH2:23][CH2:24]OS(C)(=O)=O)=[CH:20][CH:19]=1, predict the reaction product. (3) Given the reactants [NH2:1][C:2]1[CH:18]=[CH:17][C:16]([NH:19][C:20](=[O:30])[CH2:21][O:22][CH2:23][C:24]2[CH:29]=[CH:28][CH:27]=[CH:26][CH:25]=2)=[CH:15][C:3]=1[C:4]([NH:6][CH:7]1[CH2:12][CH2:11][C:10](=[O:13])[NH:9][C:8]1=[O:14])=[O:5].C(OC)(OC)OC.[C:38]1(C)C=CC(S(O)(=O)=O)=C[CH:39]=1.O, predict the reaction product. The product is: [CH2:23]([O:22][CH2:21][C:20]([NH:19][C:16]1[CH:15]=[C:3]2[C:2](=[CH:18][CH:17]=1)[N:1]=[C:38]([CH3:39])[N:6]([CH:7]1[CH2:12][CH2:11][C:10](=[O:13])[NH:9][C:8]1=[O:14])[C:4]2=[O:5])=[O:30])[C:24]1[CH:25]=[CH:26][CH:27]=[CH:28][CH:29]=1.